The task is: Predict the reactants needed to synthesize the given product.. This data is from Full USPTO retrosynthesis dataset with 1.9M reactions from patents (1976-2016). (1) Given the product [Cl:14][C:6]1[CH:7]=[C:8]([N+:11]([O-:13])=[O:12])[CH:9]=[CH:10][C:5]=1[CH2:4][CH2:3][OH:2], predict the reactants needed to synthesize it. The reactants are: C[O:2][C:3](=O)[CH2:4][C:5]1[CH:10]=[CH:9][C:8]([N+:11]([O-:13])=[O:12])=[CH:7][C:6]=1[Cl:14].[Li+].[BH4-].[NH4+].[Cl-].C(OCC)(=O)C. (2) Given the product [CH2:1]([O:3][C:4](=[O:19])[CH:5]([CH3:22])[C:6]([C:8]1[CH:13]=[CH:12][C:11]([O:14][CH:15]([CH3:16])[CH3:17])=[C:10]([CH3:18])[CH:9]=1)=[O:7])[CH3:2], predict the reactants needed to synthesize it. The reactants are: [CH2:1]([O:3][C:4](=[O:19])[CH2:5][C:6]([C:8]1[CH:13]=[CH:12][C:11]([O:14][CH:15]([CH3:17])[CH3:16])=[C:10]([CH3:18])[CH:9]=1)=[O:7])[CH3:2].CI.[C:22](=O)([O-])[O-].[K+].[K+]. (3) Given the product [CH2:19]([O:26][C:27]([NH:1][C:2]1([C:15]([OH:17])=[O:16])[CH2:7][CH2:6][N:5]([C:8]([O:10][C:11]([CH3:12])([CH3:13])[CH3:14])=[O:9])[CH2:4][CH2:3]1)=[O:28])[C:20]1[CH:25]=[CH:24][CH:23]=[CH:22][CH:21]=1, predict the reactants needed to synthesize it. The reactants are: [NH2:1][C:2]1([C:15]([OH:17])=[O:16])[CH2:7][CH2:6][N:5]([C:8]([O:10][C:11]([CH3:14])([CH3:13])[CH3:12])=[O:9])[CH2:4][CH2:3]1.Cl.[CH2:19]([O:26][C:27](ON1C(=O)CCC1=O)=[O:28])[C:20]1[CH:25]=[CH:24][CH:23]=[CH:22][CH:21]=1. (4) Given the product [OH:19][C@:20]1([C:7]2[CH:8]=[C:9]([CH:17]=[CH2:18])[C:10]3[C:15](=[CH:14][CH:13]=[CH:12][CH:11]=3)[CH:16]=2)[CH2:24][N:23]([C:25]([O:27][C:28]([CH3:29])([CH3:30])[CH3:31])=[O:26])[C@H:22]([C:32]([O:34][CH3:35])=[O:33])[CH2:21]1, predict the reactants needed to synthesize it. The reactants are: [Mg].BrCCBr.Br[C:7]1[CH:8]=[C:9]([CH:17]=[CH2:18])[C:10]2[C:15]([CH:16]=1)=[CH:14][CH:13]=[CH:12][CH:11]=2.[O:19]=[C:20]1[CH2:24][N:23]([C:25]([O:27][C:28]([CH3:31])([CH3:30])[CH3:29])=[O:26])[C@H:22]([C:32]([O:34][CH3:35])=[O:33])[CH2:21]1. (5) The reactants are: [OH-].[Na+].[CH3:3][O:4][C:5]1[CH:12]=[CH:11]C(CCl)=[CH:7][CH:6]=1.[CH:13](=[O:17])[CH:14]([CH3:16])[CH3:15].[CH:18]1C=CC=CC=1. Given the product [CH3:3][O:4][C:5]1[CH:12]=[CH:11][C:15]([C:14]([CH3:18])([CH3:16])[CH:13]=[O:17])=[CH:7][CH:6]=1, predict the reactants needed to synthesize it. (6) Given the product [CH2:12]([N:1]1[C:5]2=[N:6][C:7]([C:10]#[N:11])=[CH:8][CH:9]=[C:4]2[CH:3]=[CH:2]1)[C:13]1[CH:18]=[CH:17][CH:16]=[CH:15][CH:14]=1, predict the reactants needed to synthesize it. The reactants are: [NH:1]1[C:5]2=[N:6][C:7]([C:10]#[N:11])=[CH:8][CH:9]=[C:4]2[CH:3]=[CH:2]1.[CH2:12](Br)[C:13]1[CH:18]=[CH:17][CH:16]=[CH:15][CH:14]=1. (7) Given the product [OH:19]/[C:14](=[C:8]1\[C:9](=[O:13])[C:10]2[C:5]([CH2:6][CH2:7]\1)=[CH:4][C:3]([O:2][CH3:1])=[CH:12][CH:11]=2)/[C:15]([O:17][CH3:18])=[O:16], predict the reactants needed to synthesize it. The reactants are: [CH3:1][O:2][C:3]1[CH:4]=[C:5]2[C:10](=[CH:11][CH:12]=1)[C:9](=[O:13])[CH2:8][CH2:7][CH2:6]2.[C:14](OC)(=[O:19])[C:15]([O:17][CH3:18])=[O:16].C[O-].[Na+].Cl.